This data is from Catalyst prediction with 721,799 reactions and 888 catalyst types from USPTO. The task is: Predict which catalyst facilitates the given reaction. (1) Reactant: [Br:1][C:2]1[N:7]=[C:6]([C@:8]2([CH3:29])[CH2:13][S@:12](=[N:15][CH2:16][CH2:17][OH:18])(=[O:14])[C:11]([CH3:20])([CH3:19])[C:10]([NH:21][C:22](=[O:28])[O:23][C:24]([CH3:27])([CH3:26])[CH3:25])=[N:9]2)[C:5]([F:30])=[C:4]([Si:31]([CH2:36][CH3:37])([CH2:34][CH3:35])[CH2:32][CH3:33])[CH:3]=1.[S:38](Cl)([C:41]1[CH:47]=[CH:46][C:44]([CH3:45])=[CH:43][CH:42]=1)(=[O:40])=[O:39].C(N(CC)CC)C.O. Product: [CH3:45][C:44]1[CH:46]=[CH:47][C:41]([S:38]([O:18][CH2:17][CH2:16][N:15]=[S@@:12]2(=[O:14])[C:11]([CH3:19])([CH3:20])[C:10]([NH:21][C:22]([O:23][C:24]([CH3:27])([CH3:25])[CH3:26])=[O:28])=[N:9][C@@:8]([C:6]3[C:5]([F:30])=[C:4]([Si:31]([CH2:36][CH3:37])([CH2:34][CH3:35])[CH2:32][CH3:33])[CH:3]=[C:2]([Br:1])[N:7]=3)([CH3:29])[CH2:13]2)(=[O:40])=[O:39])=[CH:42][CH:43]=1. The catalyst class is: 112. (2) Reactant: C1(C2OC(C(F)(F)F)=C(C(O)=O)N=2)C=CC=CC=1.C(N1C2C(=CC([N+]([O-])=O)=CC=2)C(N)=N1)C.[NH2:34][C:35]1[C:43]2[C:38](=[CH:39][CH:40]=[C:41]([NH:44][C:45]([C:47]3[N:48]=[C:49]([C:56]4[CH:61]=[CH:60][CH:59]=[CH:58][CH:57]=4)[O:50][C:51]=3[C:52]([F:55])([F:54])[F:53])=[O:46])[CH:42]=2)[N:37]([CH2:62][CH2:63]C)[N:36]=1. Product: [NH2:34][C:35]1[C:43]2[C:38](=[CH:39][CH:40]=[C:41]([NH:44][C:45]([C:47]3[N:48]=[C:49]([C:56]4[CH:61]=[CH:60][CH:59]=[CH:58][CH:57]=4)[O:50][C:51]=3[C:52]([F:55])([F:54])[F:53])=[O:46])[CH:42]=2)[N:37]([CH2:62][CH3:63])[N:36]=1. The catalyst class is: 25.